From a dataset of Blood-brain barrier permeability classification from the B3DB database. Regression/Classification. Given a drug SMILES string, predict its absorption, distribution, metabolism, or excretion properties. Task type varies by dataset: regression for continuous measurements (e.g., permeability, clearance, half-life) or binary classification for categorical outcomes (e.g., BBB penetration, CYP inhibition). Dataset: b3db_classification. (1) The molecule is NC(=O)N1c2ccccc2C2OC2c2ccccc21. The result is 1 (penetrates BBB). (2) The compound is NS(=O)(=O)c1cc(C(=O)O)cc(N2CCCC2)c1Oc1ccccc1. The result is 1 (penetrates BBB). (3) The compound is CCCC(=O)O[C@]1(C(=O)CCl)[C@@H](C)C[C@H]2[C@@H]3CCC4=CC(=O)C=C[C@]4(C)[C@@]3(F)C(=O)C[C@@]21C. The result is 1 (penetrates BBB). (4) The compound is O=C1CCC(=O)N1C[C@H]1CC[C@H]2CN(c3ncccn3)CCN2C1. The result is 1 (penetrates BBB). (5) The compound is CN(C)CCC1(c2ccccc2)C=Cc2ccccc21. The result is 1 (penetrates BBB). (6) The molecule is CCCC(C)(O)C1CC23C=CC1(OC)C1Oc4c(O)ccc5c4C12CCN(C)C3C5. The result is 1 (penetrates BBB).